The task is: Predict which catalyst facilitates the given reaction.. This data is from Catalyst prediction with 721,799 reactions and 888 catalyst types from USPTO. (1) Reactant: [CH2:1]([O:3][C:4]([N:6]1[CH2:19][CH2:18][C:9]2[C:10]3[C:15](=O)[NH:14][CH:13]=[N:12][C:11]=3[S:17][C:8]=2[CH2:7]1)=[O:5])[CH3:2].O=P(Cl)(Cl)[Cl:22]. Product: [CH2:1]([O:3][C:4]([N:6]1[CH2:19][CH2:18][C:9]2[C:10]3[C:15]([Cl:22])=[N:14][CH:13]=[N:12][C:11]=3[S:17][C:8]=2[CH2:7]1)=[O:5])[CH3:2]. The catalyst class is: 17. (2) Reactant: [CH3:1][O:2][C:3]([C:5]1[S:6][CH:7]=[CH:8][C:9]=1[NH:10][C:11](=[O:16])[C:12]([F:15])([F:14])[F:13])=[O:4].[C:17](=O)([O-])[O-].[K+].[K+].CI.O. Product: [CH3:1][O:2][C:3]([C:5]1[S:6][CH:7]=[CH:8][C:9]=1[N:10]([CH3:17])[C:11](=[O:16])[C:12]([F:13])([F:14])[F:15])=[O:4]. The catalyst class is: 3. (3) Reactant: [N:1]12[CH2:8][CH2:7][CH:4]([CH2:5][CH2:6]1)[CH:3]([NH:9][C:10](=[O:22])[C:11]1[CH:16]=[CH:15][C:14]([O:17][CH3:18])=[CH:13][C:12]=1[N+:19]([O-])=O)[CH2:2]2. Product: [NH2:19][C:12]1[CH:13]=[C:14]([O:17][CH3:18])[CH:15]=[CH:16][C:11]=1[C:10]([NH:9][CH:3]1[CH:4]2[CH2:5][CH2:6][N:1]([CH2:8][CH2:7]2)[CH2:2]1)=[O:22]. The catalyst class is: 63. (4) Reactant: [CH3:1][N:2]1[C@@H:19]2[CH2:20][C:7]3=[CH:8][CH:9]=[C:10]([OH:21])[C:11]4[O:12][C@H:13]5[C:14]([CH2:16][CH2:17][C@@H:18]2[C@:5]5([C:6]=43)[CH2:4][CH2:3]1)=[O:15].Cl.[Cl-].[Na+].C([O-])(=O)CC(CC([O-])=O)(C([O-])=O)O.[Na+].[Na+].[Na+].C(O)(=O)CC(CC(O)=O)(C(O)=O)O. Product: [CH3:1][N:2]1[C@@H:19]2[CH2:20][C:7]3=[CH:8][CH:9]=[C:10]([OH:21])[C:11]4[O:12][C@H:13]5[C:14]([CH2:16][CH2:17][C@@H:18]2[C@:5]5([C:6]=43)[CH2:4][CH2:3]1)=[O:15]. The catalyst class is: 6. (5) Reactant: [C:1]1(=[O:10])[C:9]2[C:4](=[CH:5][CH:6]=[CH:7][CH:8]=2)[CH2:3][CH2:2]1.[N+:11]([O-])([O-:13])=[O:12].[K+]. Product: [N+:11]([C:7]1[CH:8]=[C:9]2[C:4]([CH2:3][CH2:2][C:1]2=[O:10])=[CH:5][CH:6]=1)([O-:13])=[O:12]. The catalyst class is: 82. (6) Reactant: [NH2:1][CH2:2][CH2:3][NH:4][C:5]1[C:6]2[N:7]([C:15](=[O:18])[NH:16][N:17]=2)[CH:8]=[C:9]([C:11]([CH3:14])([CH3:13])[CH3:12])[N:10]=1.[C:19]1([S:25](Cl)(=[O:27])=[O:26])[CH:24]=[CH:23][CH:22]=[CH:21][CH:20]=1.C(N(C(C)C)CC)(C)C. Product: [C:11]([C:9]1[N:10]=[C:5]([NH:4][CH2:3][CH2:2][NH:1][S:25]([C:19]2[CH:24]=[CH:23][CH:22]=[CH:21][CH:20]=2)(=[O:27])=[O:26])[C:6]2[N:7]([C:15](=[O:18])[NH:16][N:17]=2)[CH:8]=1)([CH3:12])([CH3:13])[CH3:14]. The catalyst class is: 31. (7) Reactant: Br[C:2]1[CH:3]=[C:4]([CH:19]=[CH:20][CH:21]=1)[C:5]([NH:7][C:8]1[CH:13]=[CH:12][C:11]([O:14][C:15]([F:18])([F:17])[F:16])=[CH:10][CH:9]=1)=[O:6].CC1(C)C(C)(C)OB([C:30]2[S:34][C:33]([CH2:35][N:36]3[CH2:40][CH2:39][CH2:38][CH2:37]3)=[CH:32][CH:31]=2)O1.O. Product: [N:36]1([CH2:35][C:33]2[S:34][C:30]([C:2]3[CH:3]=[C:4]([CH:19]=[CH:20][CH:21]=3)[C:5]([NH:7][C:8]3[CH:13]=[CH:12][C:11]([O:14][C:15]([F:18])([F:17])[F:16])=[CH:10][CH:9]=3)=[O:6])=[CH:31][CH:32]=2)[CH2:37][CH2:38][CH2:39][CH2:40]1. The catalyst class is: 276. (8) Reactant: [Cl:1][C:2]1[CH:27]=[CH:26][C:5]([O:6][C:7]2[N:8]=[CH:9][C:10]([N:13]3[C@@H:17]([C:18]4[CH:23]=[CH:22][CH:21]=[C:20]([OH:24])[CH:19]=4)[CH2:16][CH2:15][C:14]3=[O:25])=[N:11][CH:12]=2)=[CH:4][CH:3]=1.C([O-])([O-])=O.[K+].[K+].I[CH2:35][CH2:36][OH:37]. Product: [OH:37][CH2:36][CH2:35][O:24][C:20]1[CH:19]=[C:18]([C@@H:17]2[N:13]([C:10]3[CH:9]=[N:8][C:7]([O:6][C:5]4[CH:4]=[CH:3][C:2]([Cl:1])=[CH:27][CH:26]=4)=[CH:12][N:11]=3)[C:14](=[O:25])[CH2:15][CH2:16]2)[CH:23]=[CH:22][CH:21]=1. The catalyst class is: 21. (9) Reactant: [H-].[H-].[H-].[H-].[Li+].[Al+3].[Br:7][C:8]1[CH:9]=[C:10]([CH:16]=[CH:17][CH:18]=1)[CH:11]=[CH:12][C:13](O)=[O:14]. Product: [Br:7][C:8]1[CH:9]=[C:10]([CH2:11][CH2:12][CH2:13][OH:14])[CH:16]=[CH:17][CH:18]=1. The catalyst class is: 27. (10) The catalyst class is: 149. Reactant: FC(F)(F)S(O[C:7]1[CH:12]=[CH:11][C:10]([CH:13]2[O:17][CH2:16][CH2:15][O:14]2)=[CH:9][C:8]=1[N+:18]([O-:20])=[O:19])(=O)=O.C(=O)([O-])O.[Na+].[S:28]1[CH:32]=[CH:31][CH:30]=[C:29]1B(O)O. Product: [N+:18]([C:8]1[CH:9]=[C:10]([CH:13]2[O:14][CH2:15][CH2:16][O:17]2)[CH:11]=[CH:12][C:7]=1[C:29]1[S:28][CH:32]=[CH:31][CH:30]=1)([O-:20])=[O:19].